This data is from Catalyst prediction with 721,799 reactions and 888 catalyst types from USPTO. The task is: Predict which catalyst facilitates the given reaction. (1) Reactant: [K+].[CH3:2][C:3]1[CH:4]=[CH:5][C:6]([S:9]([NH-:12])(=[O:11])=[O:10])=[N:7][CH:8]=1.[Cl:13][C:14]1[C:19]([O:20][C:21]2[CH:26]=[CH:25][CH:24]=[CH:23][C:22]=2[O:27][CH3:28])=[C:18](Cl)[N:17]=[C:16]([CH3:30])[N:15]=1.O. Product: [CH3:2][C:3]1[CH:4]=[CH:5][C:6]([S:9]([NH:12][C:18]2[C:19]([O:20][C:21]3[CH:26]=[CH:25][CH:24]=[CH:23][C:22]=3[O:27][CH3:28])=[C:14]([Cl:13])[N:15]=[C:16]([CH3:30])[N:17]=2)(=[O:11])=[O:10])=[N:7][CH:8]=1. The catalyst class is: 16. (2) Reactant: C([O:3][C:4]([C:6]1[C:15]2[C:10](=[CH:11][C:12]([O:24][CH3:25])=[C:13]([O:16][CH2:17][CH2:18][N:19]3[CH2:23][CH2:22][CH2:21][CH2:20]3)[CH:14]=2)[C:9]([C:26](=[O:37])[C:27]2[CH:32]=[CH:31][CH:30]=[C:29]([O:33][CH:34]([CH3:36])[CH3:35])[CH:28]=2)=[N:8][CH:7]=1)=[O:5])C.[OH-].[Na+]. Product: [CH:34]([O:33][C:29]1[CH:28]=[C:27]([CH:32]=[CH:31][CH:30]=1)[C:26]([C:9]1[C:10]2[C:15](=[CH:14][C:13]([O:16][CH2:17][CH2:18][N:19]3[CH2:20][CH2:21][CH2:22][CH2:23]3)=[C:12]([O:24][CH3:25])[CH:11]=2)[C:6]([C:4]([OH:5])=[O:3])=[CH:7][N:8]=1)=[O:37])([CH3:36])[CH3:35]. The catalyst class is: 199. (3) Reactant: [OH:1][CH:2]1[CH2:7][CH2:6][N:5]([C:8]([O:10][C:11]([CH3:14])([CH3:13])[CH3:12])=[O:9])[CH2:4][CH2:3]1.[H-].[Na+].F[C:18]1[CH:19]=[C:20]([CH:23]=[CH:24][CH:25]=1)[C:21]#[N:22]. Product: [C:21]([C:20]1[CH:19]=[C:18]([CH:25]=[CH:24][CH:23]=1)[O:1][CH:2]1[CH2:3][CH2:4][N:5]([C:8]([O:10][C:11]([CH3:14])([CH3:13])[CH3:12])=[O:9])[CH2:6][CH2:7]1)#[N:22]. The catalyst class is: 3. (4) Reactant: Cl.[F:2][C:3]1[CH:32]=[CH:31][C:6]2[C:7]([CH:10]3[CH2:15][CH2:14][N:13]([CH2:16][CH2:17][C:18]4[C:23](=[O:24])[N:22]5[CH2:25][CH2:26][CH2:27][CH:28]([OH:29])[C:21]5=[N:20][C:19]=4[CH3:30])[CH2:12][CH2:11]3)=[N:8][O:9][C:5]=2[CH:4]=1.Cl.C.[OH-].[Na+]. Product: [CH3:30][C:19]1[N:20]=[C:21]2[N:22]([CH2:25][CH2:26][CH2:27][CH:28]2[OH:29])[C:23](=[O:24])[C:18]=1[CH2:17][CH2:16][N:13]1[CH2:14][CH2:15][CH:10]([C:7]2[C:6]3[CH:31]=[CH:32][C:3]([F:2])=[CH:4][C:5]=3[O:9][N:8]=2)[CH2:11][CH2:12]1. The catalyst class is: 6. (5) Reactant: [CH3:1][O:2][C:3]1[C:19]([O:20][CH3:21])=[CH:18][C:6]2=[N:7][C:8]3[NH:9][CH:10]=[C:11]([C:16]#[N:17])[C:12](=O)[C:13]=3[CH:14]=[C:5]2[CH:4]=1.P(Cl)(Cl)([Cl:24])=O. Product: [Cl:24][C:12]1[C:13]2[CH:14]=[C:5]3[CH:4]=[C:3]([O:2][CH3:1])[C:19]([O:20][CH3:21])=[CH:18][C:6]3=[N:7][C:8]=2[N:9]=[CH:10][C:11]=1[C:16]#[N:17]. The catalyst class is: 81. (6) Reactant: Br[C:2]1[CH:3]=[C:4]2[C:8](=[CH:9][CH:10]=1)[C:7](=[O:11])[N:6]([CH3:12])[CH2:5]2.[CH3:13][C:14]1([CH3:30])[C:18]([CH3:20])([CH3:19])[O:17][B:16]([B:16]2[O:17][C:18]([CH3:20])([CH3:19])[C:14]([CH3:30])([CH3:13])[O:15]2)[O:15]1.C([O-])(=O)C.[K+]. Product: [CH3:12][N:6]1[CH2:5][C:4]2[C:8](=[CH:9][CH:10]=[C:2]([B:16]3[O:17][C:18]([CH3:20])([CH3:19])[C:14]([CH3:30])([CH3:13])[O:15]3)[CH:3]=2)[C:7]1=[O:11]. The catalyst class is: 294. (7) Reactant: [NH2:1][CH2:2][CH2:3][N:4]([C:22]([O:24][CH2:25][CH3:26])=[O:23])[CH2:5][CH:6]([NH:10][C:11](=[O:21])[C:12]1[C:13](=[CH:17][CH:18]=[CH:19][CH:20]=1)[C:14]([OH:16])=O)[C:7](O)=[O:8].CN1CCOCC1.C1(P(N=[N+]=[N-])(C2C=CC=CC=2)=O)C=CC=CC=1. Product: [CH2:25]([O:24][C:22]([N:4]1[CH2:5][CH:6]([N:10]2[C:11](=[O:21])[C:12]3[C:13](=[CH:17][CH:18]=[CH:19][CH:20]=3)[C:14]2=[O:16])[C:7](=[O:8])[NH:1][CH2:2][CH2:3]1)=[O:23])[CH3:26]. The catalyst class is: 9.